Predict the product of the given reaction. From a dataset of Forward reaction prediction with 1.9M reactions from USPTO patents (1976-2016). (1) The product is: [O:1]1[C:5]2=[CH:6][N:7]=[CH:8][CH:9]=[C:4]2[CH:3]=[C:2]1[C:10]([NH:43][CH2:44][CH:45]1[C:47]2([CH2:48][CH2:49][N:50]([C:53]([O:55][C:56]([CH3:59])([CH3:58])[CH3:57])=[O:54])[CH2:51][CH2:52]2)[CH2:46]1)=[O:12]. Given the reactants [O:1]1[C:5]2=[CH:6][N:7]=[CH:8][CH:9]=[C:4]2[CH:3]=[C:2]1[C:10]([OH:12])=O.CCN=C=NCCCN(C)C.C1C=CC2N(O)N=NC=2C=1.CCN(C(C)C)C(C)C.[NH2:43][CH2:44][CH:45]1[C:47]2([CH2:52][CH2:51][N:50]([C:53]([O:55][C:56]([CH3:59])([CH3:58])[CH3:57])=[O:54])[CH2:49][CH2:48]2)[CH2:46]1, predict the reaction product. (2) Given the reactants CS([O:5][CH:6]1[CH2:9][N:8]([CH:10]([C:17]2[CH:22]=[CH:21][CH:20]=[CH:19][CH:18]=2)[C:11]2[CH:16]=[CH:15][CH:14]=[CH:13][CH:12]=2)[CH2:7]1)(=O)=O.[F:23][C:24]1[CH:25]=[C:26](O)[CH:27]=[CH:28][CH:29]=1, predict the reaction product. The product is: [CH:10]([N:8]1[CH2:9][CH:6]([O:5][C:28]2[CH:27]=[CH:26][CH:25]=[C:24]([F:23])[CH:29]=2)[CH2:7]1)([C:17]1[CH:22]=[CH:21][CH:20]=[CH:19][CH:18]=1)[C:11]1[CH:16]=[CH:15][CH:14]=[CH:13][CH:12]=1. (3) Given the reactants [Br:1][C:2]1[CH:7]=[CH:6][C:5]([OH:8])=[CH:4][C:3]=1[N:9]([CH2:13][C:14]1[CH:19]=[CH:18][C:17]([O:20][CH2:21][CH2:22][N:23]2[CH2:28][CH2:27][CH2:26][CH2:25][CH2:24]2)=[C:16]([F:29])[CH:15]=1)[C:10](=[O:12])[CH3:11].BrC1C=C[C:34]([O:37]C)=[CH:33]C=1N(CC1C=CC(OCCN2CCCCC2)=C(F)C=1)C(=O)C.C(OC(=O)C)(=O)C.C(=O)(O)[O-].[Na+], predict the reaction product. The product is: [C:10]([N:9]([CH2:13][C:14]1[CH:19]=[CH:18][C:17]([O:20][CH2:21][CH2:22][N:23]2[CH2:28][CH2:27][CH2:26][CH2:25][CH2:24]2)=[C:16]([F:29])[CH:15]=1)[C:3]1[CH:4]=[C:5]([O:8][C:34](=[O:37])[CH3:33])[CH:6]=[CH:7][C:2]=1[Br:1])(=[O:12])[CH3:11]. (4) Given the reactants N1C2C(=CC=CC=2)C=C[CH:2]=1.[C:11]([CH:15]1[CH2:24][CH2:23][C:22]2[N:21]=[C:20]3[S:25][C:26]([SH:28])=[N:27][C:19]3=[CH:18][C:17]=2[CH2:16]1)([CH3:14])([CH3:13])[CH3:12].C([O-])([O-])=O.[K+].[K+].IC, predict the reaction product. The product is: [C:11]([CH:15]1[CH2:24][CH2:23][C:22]2[N:21]=[C:20]3[S:25][C:26]([S:28][CH3:2])=[N:27][C:19]3=[CH:18][C:17]=2[CH2:16]1)([CH3:14])([CH3:12])[CH3:13]. (5) Given the reactants [C:1]([O:5][C:6]([N:8]1[CH2:13][CH2:12][N:11]([C:14]2[CH:19]=[CH:18][CH:17]=[CH:16][C:15]=2[OH:20])[CH2:10][CH2:9]1)=[O:7])([CH3:4])([CH3:3])[CH3:2].[H-].[Na+].Cl[CH2:24][C:25]([N:27]([CH2:30][CH3:31])[CH2:28][CH3:29])=[O:26], predict the reaction product. The product is: [C:1]([O:5][C:6]([N:8]1[CH2:9][CH2:10][N:11]([C:14]2[CH:19]=[CH:18][CH:17]=[CH:16][C:15]=2[O:20][CH2:24][C:25](=[O:26])[N:27]([CH2:30][CH3:31])[CH2:28][CH3:29])[CH2:12][CH2:13]1)=[O:7])([CH3:4])([CH3:2])[CH3:3].